Dataset: Forward reaction prediction with 1.9M reactions from USPTO patents (1976-2016). Task: Predict the product of the given reaction. (1) Given the reactants [Cl:1][C:2]1[CH:3]=[C:4]2[CH:10]=[C:9]([C:11](OC)=O)[NH:8][C:5]2=[N:6][CH:7]=1.CC1C=CC(S(O[CH2:26][CH2:27][CH2:28][S:29]([CH3:32])(=[O:31])=[O:30])(=O)=O)=CC=1.[NH:33]1[C:37]2=[CH:38][N:39]=[CH:40][CH:41]=[C:36]2[C:35]2([CH2:44][CH2:43][CH2:42]2)[C:34]1=[O:45].N1C2=CN=CC=C2C2(CC2)C1=O, predict the reaction product. The product is: [Cl:1][C:2]1[CH:3]=[C:4]2[CH:10]=[C:9]([CH2:11][N:33]3[C:37]4=[CH:38][N:39]=[CH:40][CH:41]=[C:36]4[C:35]4([CH2:44][CH2:43][CH2:42]4)[C:34]3=[O:45])[N:8]([CH2:26][CH2:27][CH2:28][S:29]([CH3:32])(=[O:30])=[O:31])[C:5]2=[N:6][CH:7]=1. (2) Given the reactants [H-].[Na+].[Cl:3][C:4]1[N:9]=[C:8]([NH:10][C:11](=[O:36])[C:12]2[CH:17]=[CH:16][C:15]([C:18]3[CH2:22][C:21]([C:27]4[CH:32]=[C:31]([Cl:33])[CH:30]=[C:29]([Cl:34])[CH:28]=4)([C:23]([F:26])([F:25])[F:24])[O:20][N:19]=3)=[CH:14][C:13]=2[CH3:35])[CH:7]=[CH:6][CH:5]=1.[H][H].[C:39](Cl)(=[O:41])[CH3:40], predict the reaction product. The product is: [C:39]([N:10]([C:8]1[CH:7]=[CH:6][CH:5]=[C:4]([Cl:3])[N:9]=1)[C:11](=[O:36])[C:12]1[CH:17]=[CH:16][C:15]([C:18]2[CH2:22][C:21]([C:27]3[CH:28]=[C:29]([Cl:34])[CH:30]=[C:31]([Cl:33])[CH:32]=3)([C:23]([F:25])([F:26])[F:24])[O:20][N:19]=2)=[CH:14][C:13]=1[CH3:35])(=[O:41])[CH3:40]. (3) Given the reactants [CH3:1][N:2]([CH3:47])[C:3]([NH:5][C:6]1[CH:11]=[CH:10][C:9]([C:12]2[C:16]([C:17]3[CH:22]=[CH:21][N:20]=[C:19]4[NH:23][C:24]([C:26]5[CH:31]=[CH:30][CH:29]=[C:28]([CH2:32][N:33]([CH3:35])[CH3:34])[CH:27]=5)=[CH:25][C:18]=34)=[CH:15][N:14]([CH2:36][CH2:37][N:38](C)[C:39](=O)OC(C)(C)C)[N:13]=2)=[CH:8][CH:7]=1)=[O:4].C(O)(C(F)(F)F)=O, predict the reaction product. The product is: [CH3:34][N:33]([CH2:32][C:28]1[CH:27]=[C:26]([C:24]2[NH:23][C:19]3=[N:20][CH:21]=[CH:22][C:17]([C:16]4[C:12]([C:9]5[CH:8]=[CH:7][C:6]([NH:5][C:3](=[O:4])[N:2]([CH3:47])[CH3:1])=[CH:11][CH:10]=5)=[N:13][N:14]([CH2:36][CH2:37][NH:38][CH3:39])[CH:15]=4)=[C:18]3[CH:25]=2)[CH:31]=[CH:30][CH:29]=1)[CH3:35]. (4) Given the reactants [C:1]([C:3]1[CH:23]=[CH:22][C:6]([CH2:7][N:8]([O:20][CH3:21])[C:9](=[O:19])[CH:10]=[C:11]2[C:15](=[O:16])[O:14][C:13](C)(C)[O:12]2)=[CH:5][CH:4]=1)#[N:2], predict the reaction product. The product is: [CH3:13][O:14][C:15](=[O:16])[C:11]([OH:12])=[CH:10][C:9](=[O:19])[N:8]([CH2:7][C:6]1[CH:5]=[CH:4][C:3]([C:1]#[N:2])=[CH:23][CH:22]=1)[O:20][CH3:21]. (5) Given the reactants [Si:1]([O:8][C:9]1[CH:10]=[C:11]([S:15]([C:18]2[CH:28]=[CH:27][C:21]3[CH2:22][CH2:23][NH:24][CH2:25][CH2:26][C:20]=3[CH:19]=2)(=[O:17])=[O:16])[CH:12]=[CH:13][CH:14]=1)([C:4]([CH3:7])([CH3:6])[CH3:5])([CH3:3])[CH3:2].[C:29](O[C:29]([O:31][C:32]([CH3:35])([CH3:34])[CH3:33])=[O:30])([O:31][C:32]([CH3:35])([CH3:34])[CH3:33])=[O:30], predict the reaction product. The product is: [Si:1]([O:8][C:9]1[CH:10]=[C:11]([S:15]([C:18]2[CH:28]=[CH:27][C:21]3[CH2:22][CH2:23][N:24]([C:29]([O:31][C:32]([CH3:35])([CH3:34])[CH3:33])=[O:30])[CH2:25][CH2:26][C:20]=3[CH:19]=2)(=[O:16])=[O:17])[CH:12]=[CH:13][CH:14]=1)([C:4]([CH3:7])([CH3:5])[CH3:6])([CH3:3])[CH3:2]. (6) Given the reactants Cl[CH2:2][C:3]1[O:7][N:6]=[C:5]([C:8]2[CH:13]=[CH:12][C:11]([C:14]([F:17])([F:16])[F:15])=[CH:10][CH:9]=2)[CH:4]=1.[F:18][C:19]1[C:24]([F:25])=[CH:23][CH:22]=[CH:21][C:20]=1[C:26]1[N:27]=[C:28]2[CH:33]=[CH:32][NH:31][N:30]=[C:29]2[N:34]=1, predict the reaction product. The product is: [F:18][C:19]1[C:24]([F:25])=[CH:23][CH:22]=[CH:21][C:20]=1[C:26]1[N:27]=[C:28]2[CH:33]=[CH:32][N:31]([CH2:2][C:3]3[O:7][N:6]=[C:5]([C:8]4[CH:13]=[CH:12][C:11]([C:14]([F:17])([F:16])[F:15])=[CH:10][CH:9]=4)[CH:4]=3)[N:30]=[C:29]2[N:34]=1. (7) Given the reactants [Cl:1][C:2]1[CH:3]=[C:4]([C:9]2[CH:10]=[C:11]([C:28]([NH2:30])=[O:29])[C:12]3[NH:13][C:14]4[C:19]([C:20]=3[CH:21]=2)=[CH:18][CH:17]=[C:16]([N:22]2[CH2:27][CH2:26][O:25][CH2:24][CH2:23]2)[CH:15]=4)[CH:5]=[CH:6][C:7]=1[OH:8].C([O-])([O-])=O.[K+].[K+].[Br:37][CH2:38][CH2:39]Br.O.C(O)(=O)CC(CC(O)=O)(C(O)=O)O, predict the reaction product. The product is: [Br:37][CH2:38][CH2:39][O:8][C:7]1[CH:6]=[CH:5][C:4]([C:9]2[CH:10]=[C:11]([C:28]([NH2:30])=[O:29])[C:12]3[NH:13][C:14]4[C:19]([C:20]=3[CH:21]=2)=[CH:18][CH:17]=[C:16]([N:22]2[CH2:27][CH2:26][O:25][CH2:24][CH2:23]2)[CH:15]=4)=[CH:3][C:2]=1[Cl:1].